From a dataset of Catalyst prediction with 721,799 reactions and 888 catalyst types from USPTO. Predict which catalyst facilitates the given reaction. (1) Reactant: C(OC([N:8]1[CH2:12][CH2:11][CH:10]([C:13]2[CH:18]=[CH:17][C:16]([NH:19][C:20]([NH:22][C:23]3[CH:28]=[CH:27][C:26]([Cl:29])=[CH:25][N:24]=3)=[O:21])=[CH:15][CH:14]=2)[CH2:9]1)=O)(C)(C)C.Cl. Product: [ClH:29].[Cl:29][C:26]1[CH:27]=[CH:28][C:23]([NH:22][C:20]([NH:19][C:16]2[CH:17]=[CH:18][C:13]([CH:10]3[CH2:11][CH2:12][NH:8][CH2:9]3)=[CH:14][CH:15]=2)=[O:21])=[N:24][CH:25]=1. The catalyst class is: 523. (2) Reactant: [C:12]([O:11][C:9](O[C:9]([O:11][C:12]([CH3:15])([CH3:14])[CH3:13])=[O:10])=[O:10])([CH3:15])([CH3:14])[CH3:13].Cl.[Br:17][C:18]1[CH:25]=[CH:24][C:21]([CH2:22][NH2:23])=[CH:20][CH:19]=1.C(N(CC)CC)C. Product: [Br:17][C:18]1[CH:25]=[CH:24][C:21]([CH2:22][NH:23][C:9](=[O:10])[O:11][C:12]([CH3:13])([CH3:14])[CH3:15])=[CH:20][CH:19]=1. The catalyst class is: 4. (3) Reactant: [CH2:1]([Mg]Br)[CH3:2].[Br:5][C:6]1[CH:13]=[CH:12][C:9]([CH:10]=[O:11])=[CH:8][CH:7]=1. Product: [Br:5][C:6]1[CH:13]=[CH:12][C:9]([CH:10]([OH:11])[CH2:1][CH3:2])=[CH:8][CH:7]=1. The catalyst class is: 7. (4) Reactant: C(OC([N:8]1[CH2:13][CH2:12][N:11]([C:14]([C:16]2[NH:17][C:18]3[C:23]([CH:24]=2)=[CH:22][C:21]([Cl:25])=[CH:20][CH:19]=3)=[O:15])[CH2:10][CH2:9]1)=O)(C)(C)C.C(O)(C(F)(F)F)=O. Product: [Cl:25][C:21]1[CH:22]=[C:23]2[C:18](=[CH:19][CH:20]=1)[NH:17][C:16]([C:14]([N:11]1[CH2:10][CH2:9][NH:8][CH2:13][CH2:12]1)=[O:15])=[CH:24]2. The catalyst class is: 2. (5) Reactant: [C:1]([C:3]1([NH:9][C:10]([C:12]2[S:13][CH:14]=[CH:15][C:16]=2[OH:17])=[O:11])[CH2:8][CH2:7][CH2:6][CH2:5][CH2:4]1)#[CH:2].C([O-])([O-])=O.[Cs+].[Cs+].[CH2:24](Br)[C:25]1[CH:30]=[CH:29][CH:28]=[CH:27][CH:26]=1. Product: [CH2:24]([O:17][C:16]1[CH:15]=[CH:14][S:13][C:12]=1[C:10]([NH:9][C:3]1([C:1]#[CH:2])[CH2:4][CH2:5][CH2:6][CH2:7][CH2:8]1)=[O:11])[C:25]1[CH:30]=[CH:29][CH:28]=[CH:27][CH:26]=1. The catalyst class is: 3. (6) The catalyst class is: 6. Product: [C:5]([O:4][NH:26][C:10](=[NH:9])[CH2:11][C:12]1([N:17]2[C:21]3=[N:22][CH:23]=[CH:24][CH:25]=[C:20]3[CH:19]=[CH:18]2)[CH2:13][CH2:14][CH2:15][CH2:16]1)(=[O:7])[CH3:6]. Reactant: C([O:4][C:5](=[O:7])[CH3:6])(=O)C.O[NH:9][C:10](=[NH:26])[CH2:11][C:12]1([N:17]2[C:21]3=[N:22][CH:23]=[CH:24][CH:25]=[C:20]3[CH:19]=[CH:18]2)[CH2:16][CH2:15][CH2:14][CH2:13]1.C(OCC)(=O)C.C([O-])(O)=O.[Na+]. (7) Reactant: C[N:2]1[C:6](=[O:7])CCC1.[NH2:8][C:9]1[S:10][C:11]([CH3:26])=[CH:12][C:13]=1[C:14](=O)[C:15]1[CH:20]=[CH:19][CH:18]=[C:17]([C:21]([F:24])([F:23])[F:22])[CH:16]=1.NC(N)=O. Product: [CH3:26][C:11]1[S:10][C:9]2[N:8]=[C:6]([OH:7])[N:2]=[C:14]([C:15]3[CH:20]=[CH:19][CH:18]=[C:17]([C:21]([F:24])([F:23])[F:22])[CH:16]=3)[C:13]=2[CH:12]=1. The catalyst class is: 6.